Dataset: Reaction yield outcomes from USPTO patents with 853,638 reactions. Task: Predict the reaction yield, written as a fraction of the theoretical maximum amount of product (1.0 means a 100% yield; for example, 0.34 means a 34% yield). (1) The reactants are [CH2:1]([O:8][C:9]1[CH:14]=[CH:13][N:12]([CH2:15][C:16]2[CH:21]=[CH:20][CH:19]=[C:18]([F:22])[CH:17]=2)[C:11](=[O:23])[C:10]=1[C:24]#[C:25][Si](C)(C)C)[C:2]1[CH:7]=[CH:6][CH:5]=[CH:4][CH:3]=1.[F-].C([N+](CCCC)(CCCC)CCCC)CCC. The catalyst is C(#N)C. The product is [CH2:1]([O:8][C:9]1[CH:14]=[CH:13][N:12]([CH2:15][C:16]2[CH:21]=[CH:20][CH:19]=[C:18]([F:22])[CH:17]=2)[C:11](=[O:23])[C:10]=1[C:24]#[CH:25])[C:2]1[CH:7]=[CH:6][CH:5]=[CH:4][CH:3]=1. The yield is 0.720. (2) The reactants are C1C=CC(P(C2C=CC=CC=2)C2C=CC=CC=2)=CC=1.[C:20]([Br:24])(Br)(Br)Br.[F:25][CH2:26][CH2:27][O:28][C:29]1[CH:30]=[C:31](CO)[CH:32]=[CH:33][CH:34]=1. The catalyst is C(Cl)Cl. The product is [Br:24][CH2:20][C:33]1[CH:32]=[CH:31][CH:30]=[C:29]([O:28][CH2:27][CH2:26][F:25])[CH:34]=1. The yield is 0.620. (3) The reactants are CI.[C:3]1([CH2:9][O:10][C:11]([C:13]2([NH:19][C:20]([N:22]3[CH2:26][CH2:25][NH:24][C:23]3=[O:27])=[O:21])[CH2:18][CH2:17][CH2:16][CH2:15][CH2:14]2)=[O:12])[CH:8]=[CH:7][CH:6]=[CH:5][CH:4]=1.[C:28](=O)([O-])[O-].[K+].[K+]. The catalyst is C(#N)C. The product is [C:3]1([CH2:9][O:10][C:11]([C:13]2([NH:19][C:20]([N:22]3[CH2:26][CH2:25][N:24]([CH3:28])[C:23]3=[O:27])=[O:21])[CH2:18][CH2:17][CH2:16][CH2:15][CH2:14]2)=[O:12])[CH:8]=[CH:7][CH:6]=[CH:5][CH:4]=1. The yield is 0.500.